Dataset: Reaction yield outcomes from USPTO patents with 853,638 reactions. Task: Predict the reaction yield, written as a fraction of the theoretical maximum amount of product (1.0 means a 100% yield; for example, 0.34 means a 34% yield). (1) The reactants are [CH3:1][S:2][C:3]1[CH:8]=[CH:7][C:6]([C:9]2([CH2:15][OH:16])[CH2:14][CH2:13][NH:12][CH2:11][CH2:10]2)=[CH:5][CH:4]=1.Br[C:18]1[C:19]2[N:20]([N:24]=[C:25]([NH:27][C:28]3[CH:44]=[CH:43][C:31]([C:32]([N:34]([CH3:42])[CH:35]4[CH2:40][CH2:39][N:38]([CH3:41])[CH2:37][CH2:36]4)=[O:33])=[CH:30][CH:29]=3)[N:26]=2)[CH:21]=[CH:22][CH:23]=1.O. The catalyst is CC#N. The product is [OH:16][CH2:15][C:9]1([C:6]2[CH:7]=[CH:8][C:3]([S:2][CH3:1])=[CH:4][CH:5]=2)[CH2:10][CH2:11][N:12]([C:18]2[C:19]3[N:20]([N:24]=[C:25]([NH:27][C:28]4[CH:44]=[CH:43][C:31]([C:32]([N:34]([CH3:42])[CH:35]5[CH2:36][CH2:37][N:38]([CH3:41])[CH2:39][CH2:40]5)=[O:33])=[CH:30][CH:29]=4)[N:26]=3)[CH:21]=[CH:22][CH:23]=2)[CH2:13][CH2:14]1. The yield is 0.0700. (2) The reactants are [O:1]1[CH:5]=[CH:4][N:3]=[C:2]1[C@H:6]([NH:8][C:9]([C:11]1[C:19]2[C:14](=[N:15][CH:16]=[C:17]([C:20]3[N:21]=[CH:22][N:23]4[CH:28]=[C:27]([F:29])[CH:26]=[CH:25][C:24]=34)[N:18]=2)[N:13](COCC[Si](C)(C)C)[CH:12]=1)=[O:10])[CH3:7].FC(F)(F)C(O)=O.C(N)CN. The catalyst is ClCCl. The product is [O:1]1[CH:5]=[CH:4][N:3]=[C:2]1[C@H:6]([NH:8][C:9]([C:11]1[C:19]2[C:14](=[N:15][CH:16]=[C:17]([C:20]3[N:21]=[CH:22][N:23]4[CH:28]=[C:27]([F:29])[CH:26]=[CH:25][C:24]=34)[N:18]=2)[NH:13][CH:12]=1)=[O:10])[CH3:7]. The yield is 0.900. (3) The reactants are [S:1]1[CH2:5][C:4](=[O:6])[NH:3][C:2]1=[O:7].N1CCCC1.[N:13]1([C:19]2[C:20]3[N:28]=[C:27]([CH:29]=O)[CH:26]=[CH:25][C:21]=3[N:22]=[CH:23][N:24]=2)[CH2:18][CH2:17][CH2:16][CH2:15][CH2:14]1. The catalyst is CO. The product is [N:13]1([C:19]2[C:20]3[N:28]=[C:27](/[CH:29]=[C:5]4/[C:4](=[O:6])[NH:3][C:2](=[O:7])[S:1]/4)[CH:26]=[CH:25][C:21]=3[N:22]=[CH:23][N:24]=2)[CH2:18][CH2:17][CH2:16][CH2:15][CH2:14]1. The yield is 0.480. (4) The reactants are I[C:2]1[CH:3]=[C:4]([CH2:8][CH2:9][N:10]2[CH2:15][CH2:14][N:13]([C:16]3[CH:25]=[CH:24][CH:23]=[C:22]4[C:17]=3[CH:18]=[CH:19][C:20]([CH3:26])=[N:21]4)[CH2:12][CH2:11]2)[CH:5]=[CH:6][CH:7]=1.[CH3:27][C:28]1[CH2:29][C:30](=[O:33])[NH:31][N:32]=1. No catalyst specified. The product is [CH3:27][C:28]1[CH2:29][C:30](=[O:33])[N:31]([C:2]2[CH:7]=[CH:6][CH:5]=[C:4]([CH2:8][CH2:9][N:10]3[CH2:15][CH2:14][N:13]([C:16]4[CH:25]=[CH:24][CH:23]=[C:22]5[C:17]=4[CH:18]=[CH:19][C:20]([CH3:26])=[N:21]5)[CH2:12][CH2:11]3)[CH:3]=2)[N:32]=1. The yield is 0.580. (5) The reactants are [N:1]([O-])=O.[Na+].[F:5][C:6]1[C:12]([F:13])=[C:11]([N:14]2[CH2:19][CH2:18][O:17][CH2:16][CH2:15]2)[CH:10]=[CH:9][C:7]=1[NH2:8].Cl.[CH3:21][O:22][CH2:23][C:24](=[O:30])[CH2:25][C:26]([O:28][CH3:29])=[O:27].CC([O-])=O.[Na+].[OH-].[Na+]. The catalyst is O.CO. The product is [F:5][C:6]1[C:12]([F:13])=[C:11]([N:14]2[CH2:15][CH2:16][O:17][CH2:18][CH2:19]2)[CH:10]=[CH:9][C:7]=1[NH:8][N:1]=[C:25]([C:24](=[O:30])[CH2:23][O:22][CH3:21])[C:26]([O:28][CH3:29])=[O:27]. The yield is 0.310. (6) The reactants are [NH2:1][C:2]1[C:10]([Br:11])=[CH:9][CH:8]=[CH:7][C:3]=1[C:4]([OH:6])=O.C(P1(=O)OP(=O)(CCC)OP(=O)(CCC)O1)CC.Cl.[O:31]1[CH2:36][CH2:35][CH:34]([NH2:37])[CH2:33][CH2:32]1.CCN(C(C)C)C(C)C. The catalyst is CCOC(C)=O. The product is [NH2:1][C:2]1[C:10]([Br:11])=[CH:9][CH:8]=[CH:7][C:3]=1[C:4]([NH:37][CH:34]1[CH2:35][CH2:36][O:31][CH2:32][CH2:33]1)=[O:6]. The yield is 0.520. (7) The reactants are Cl[CH2:2][CH2:3][O:4][C:5]1[CH:10]=[CH:9][C:8](/[C:11](/[CH3:31])=[C:12](/[C:20]2[CH:29]=[CH:28][CH:27]=[C:26]3[C:21]=2[CH:22]=[CH:23][C:24]([OH:30])=[CH:25]3)\[C:13]2[CH:18]=[CH:17][C:16]([OH:19])=[CH:15][CH:14]=2)=[CH:7][CH:6]=1.[NH:32]1[CH2:36][CH2:35][CH2:34][CH2:33]1. The catalyst is C(O)C. The product is [OH:19][C:16]1[CH:17]=[CH:18][C:13](/[C:12](/[C:20]2[CH:29]=[CH:28][CH:27]=[C:26]3[C:21]=2[CH:22]=[CH:23][C:24]([OH:30])=[CH:25]3)=[C:11](\[C:8]2[CH:9]=[CH:10][C:5]([O:4][CH2:3][CH2:2][N:32]3[CH2:36][CH2:35][CH2:34][CH2:33]3)=[CH:6][CH:7]=2)/[CH3:31])=[CH:14][CH:15]=1. The yield is 0.680. (8) The reactants are [CH3:1][C:2]1[N:3]=[CH:4][NH:5][CH:6]=1.Cl[C:8]1[CH:13]=[CH:12][C:11]([N+:14]([O-:16])=[O:15])=[CH:10][C:9]=1[O:17][CH3:18].[OH-].[K+].O. The catalyst is CS(C)=O. The product is [CH3:18][O:17][C:9]1[CH:10]=[C:11]([N+:14]([O-:16])=[O:15])[CH:12]=[CH:13][C:8]=1[N:5]1[CH:6]=[C:2]([CH3:1])[N:3]=[CH:4]1. The yield is 0.200. (9) The reactants are [CH2:1]([N:4]([CH2:27][CH:28]=[CH2:29])[S:5]([C:8]1[CH:9]=[N:10][CH:11]=[CH:12][C:13]=1[NH:14][S:15](/[CH:18]=[CH:19]/[C:20]1[CH:25]=[CH:24][C:23](Br)=[CH:22][CH:21]=1)(=[O:17])=[O:16])(=[O:7])=[O:6])[CH:2]=[CH2:3].[O:30]1[C:34]2[CH:35]=[CH:36][CH:37]=[CH:38][C:33]=2[CH:32]=[C:31]1B(O)O.C(=O)([O-])[O-].[Cs+].[Cs+].COCCOC. The catalyst is Cl[Pd]Cl.C1(P(C2C=CC=CC=2)[C-]2C=CC=C2)C=CC=CC=1.[C-]1(P(C2C=CC=CC=2)C2C=CC=CC=2)C=CC=C1.[Fe+2].O. The product is [CH2:1]([N:4]([CH2:27][CH:28]=[CH2:29])[S:5]([C:8]1[CH:9]=[N:10][CH:11]=[CH:12][C:13]=1[NH:14][S:15](/[CH:18]=[CH:19]/[C:20]1[CH:25]=[CH:24][C:23]([C:31]2[O:30][C:34]3[CH:35]=[CH:36][CH:37]=[CH:38][C:33]=3[CH:32]=2)=[CH:22][CH:21]=1)(=[O:17])=[O:16])(=[O:7])=[O:6])[CH:2]=[CH2:3]. The yield is 0.380. (10) The product is [S:30]([O:21][CH2:1][CH2:2][CH:3]([CH2:5][CH2:6][CH2:7][CH:8]([CH2:10][CH2:11][CH2:12][CH:13]([CH2:15][CH2:16][CH2:17][CH:18]([CH3:20])[CH3:19])[CH3:14])[CH3:9])[CH3:4])(=[O:32])(=[O:31])[CH3:29]. The reactants are [CH2:1]([OH:21])[CH2:2][CH:3]([CH2:5][CH2:6][CH2:7][CH:8]([CH2:10][CH2:11][CH2:12][CH:13]([CH2:15][CH2:16][CH2:17][CH:18]([CH3:20])[CH3:19])[CH3:14])[CH3:9])[CH3:4].C(N(CC)CC)C.[CH3:29][S:30](Cl)(=[O:32])=[O:31]. The yield is 1.00. The catalyst is ClCCl.